Dataset: Cav3 T-type calcium channel HTS with 100,875 compounds. Task: Binary Classification. Given a drug SMILES string, predict its activity (active/inactive) in a high-throughput screening assay against a specified biological target. The molecule is S=C(N)c1oc(cc1)C(=S)N. The result is 0 (inactive).